From a dataset of Reaction yield outcomes from USPTO patents with 853,638 reactions. Predict the reaction yield, written as a fraction of the theoretical maximum amount of product (1.0 means a 100% yield; for example, 0.34 means a 34% yield). (1) The product is [Br:6][C:7]1[CH:8]=[C:9]([C:13]2[S:14][C:15]([CH3:19])=[C:16]([CH3:18])[CH:17]=2)[S:10][C:11]=1[CH3:2]. The yield is 0.990. The reactants are [Li][CH2:2]CCC.[Br:6][C:7]1[CH:8]=[C:9]([C:13]2[S:14][C:15]([CH3:19])=[C:16]([CH3:18])[CH:17]=2)[S:10][C:11]=1Br.IC. The catalyst is C1COCC1. (2) The catalyst is C1COCC1. The reactants are Br[Zn]C[Zn]C[Zn]Br.C1OCCC1.B(F)(F)F.CCO[CH2:20][CH3:21].[F:22][C:23]1[CH:30]=[C:29]([N+:31]([O-:33])=[O:32])[CH:28]=[CH:27][C:24]=1C=O.Cl. The product is [F:22][C:23]1[CH:30]=[C:29]([N+:31]([O-:33])=[O:32])[CH:28]=[CH:27][C:24]=1[CH:20]=[CH2:21]. The yield is 0.780. (3) The reactants are CO[C:3](=[O:14])[C:4]1[CH:9]=[C:8]([N+:10]([O-:12])=[O:11])[CH:7]=[CH:6][C:5]=1F.C([O-])([O-])=O.[K+].[K+].[CH2:21]([NH:23][NH2:24])[CH3:22]. The catalyst is CN(C=O)C. The product is [CH2:21]([N:23]1[C:5]2[C:4](=[CH:9][C:8]([N+:10]([O-:12])=[O:11])=[CH:7][CH:6]=2)[C:3](=[O:14])[NH:24]1)[CH3:22]. The yield is 0.610.